From a dataset of Full USPTO retrosynthesis dataset with 1.9M reactions from patents (1976-2016). Predict the reactants needed to synthesize the given product. (1) Given the product [Br:8][C:4]1[CH:5]=[CH:6][CH:7]=[C:2]([C:9]([CH3:11])=[CH2:10])[N:3]=1, predict the reactants needed to synthesize it. The reactants are: Br[C:2]1[CH:7]=[CH:6][CH:5]=[C:4]([Br:8])[N:3]=1.[C:9](B(O)O)([CH3:11])=[CH2:10].COCCOC.C([O-])([O-])=O.[Na+].[Na+]. (2) The reactants are: [H-].[Na+].[CH3:3][N:4]1[CH2:9][CH2:8][CH2:7][CH:6]([CH2:10][OH:11])[CH2:5]1.[F:12][C:13]1[CH:20]=[CH:19][CH:18]=[C:17](F)[C:14]=1[C:15]#[N:16].C(#N)C1C=CC=CC=1. Given the product [F:12][C:13]1[CH:20]=[CH:19][CH:18]=[C:17]([O:11][CH2:10][CH:6]2[CH2:7][CH2:8][CH2:9][N:4]([CH3:3])[CH2:5]2)[C:14]=1[C:15]#[N:16], predict the reactants needed to synthesize it. (3) Given the product [C:13]([O:1][C:2]1[CH:11]=[CH:10][CH:9]=[C:8]2[C:3]=1[CH:4]=[CH:5][N:6]=[C:7]2[CH3:12])(=[O:15])[CH3:14], predict the reactants needed to synthesize it. The reactants are: [OH:1][C:2]1[CH:11]=[CH:10][CH:9]=[C:8]2[C:3]=1[CH:4]=[CH:5][N:6]=[C:7]2[CH3:12].[C:13](OC(=O)C)(=[O:15])[CH3:14]. (4) Given the product [CH:22]1[C:23]2[C:28](=[CH:27][CH:26]=[CH:25][CH:24]=2)[CH:29]=[C:20]([NH:19][C:18](=[O:30])[O:17][CH2:16][C@@H:9]([N:7]([CH3:8])[C:6]([NH:5][CH2:4][C:3]2[CH:32]=[CH:33][CH:34]=[C:35]([F:36])[C:2]=2[F:1])=[O:31])[CH2:10][CH2:11][CH2:12][CH2:13][OH:14])[N:21]=1, predict the reactants needed to synthesize it. The reactants are: [F:1][C:2]1[C:35]([F:36])=[CH:34][CH:33]=[CH:32][C:3]=1[CH2:4][NH:5][C:6](=[O:31])[N:7]([C@H:9]([CH2:16][O:17][C:18](=[O:30])[NH:19][C:20]1[N:21]=[CH:22][C:23]2[C:28]([CH:29]=1)=[CH:27][CH:26]=[CH:25][CH:24]=2)[CH2:10][CH2:11][CH2:12][C:13](O)=[O:14])[CH3:8].C(N(CC)CC)C.ClC(OC(C)C)=O.[BH4-].[Na+]. (5) Given the product [C:2]1([NH:1][C:9]2[C:18]3[C:13](=[CH:14][CH:15]=[C:16]([N+:19]([O-:21])=[O:20])[CH:17]=3)[N:12]=[CH:11][N:10]=2)[CH:7]=[CH:6][CH:5]=[CH:4][CH:3]=1, predict the reactants needed to synthesize it. The reactants are: [NH2:1][C:2]1[CH:7]=[CH:6][CH:5]=[CH:4][CH:3]=1.Cl[C:9]1[C:18]2[C:13](=[CH:14][CH:15]=[C:16]([N+:19]([O-:21])=[O:20])[CH:17]=2)[N:12]=[CH:11][N:10]=1. (6) Given the product [CH2:26]([O:1][C:2]1[CH:15]=[CH:14][C:13]2[C:12](=[O:16])[C:11]3[C:6](=[CH:7][CH:8]=[C:9]([O:17][CH2:43][CH2:42][CH2:41][CH2:40][CH2:39][CH2:38][CH2:37][CH2:36][CH2:35][CH2:34][CH2:33][CH2:32][CH2:31][CH2:30][CH2:29][CH2:28][CH2:27][CH3:26])[CH:10]=3)[C:5](=[O:18])[C:4]=2[CH:3]=1)[CH2:27][CH2:28][CH2:29][CH2:30][CH2:31][CH2:32][CH2:33][CH2:34][CH2:35][CH2:36][CH2:37][CH2:38][CH2:39][CH2:40][CH2:41][CH2:42][CH3:43], predict the reactants needed to synthesize it. The reactants are: [OH:1][C:2]1[CH:15]=[CH:14][C:13]2[C:12](=[O:16])[C:11]3[C:6](=[CH:7][CH:8]=[C:9]([OH:17])[CH:10]=3)[C:5](=[O:18])[C:4]=2[CH:3]=1.C([O-])([O-])=O.[K+].[K+].Br[CH2:26][CH2:27][CH2:28][CH2:29][CH2:30][CH2:31][CH2:32][CH2:33][CH2:34][CH2:35][CH2:36][CH2:37][CH2:38][CH2:39][CH2:40][CH2:41][CH2:42][CH3:43].